From a dataset of Full USPTO retrosynthesis dataset with 1.9M reactions from patents (1976-2016). Predict the reactants needed to synthesize the given product. (1) Given the product [C:34]([C:36]1[CH:37]=[C:38]([N:44]2[CH2:2][CH2:1][N:3]([C:4](=[O:31])[CH:5]([CH2:22][C:23]3[CH:28]=[CH:27][C:26]([O:29][CH3:30])=[CH:25][CH:24]=3)[C:6]([NH:8][S:9]([C:12]3[CH:21]=[CH:20][C:19]4[C:14](=[CH:15][CH:16]=[CH:17][CH:18]=4)[CH:13]=3)(=[O:10])=[O:11])=[O:7])[CH2:32][CH2:33]2)[CH:39]=[CH:40][C:41]=1[C:42]#[N:43])#[N:35], predict the reactants needed to synthesize it. The reactants are: [CH2:1]([N:3]([CH2:32][CH3:33])[C:4](=[O:31])[CH:5]([CH2:22][C:23]1[CH:28]=[CH:27][C:26]([O:29][CH3:30])=[CH:25][CH:24]=1)[C:6]([NH:8][S:9]([C:12]1[CH:21]=[CH:20][C:19]2[C:14](=[CH:15][CH:16]=[CH:17][CH:18]=2)[CH:13]=1)(=[O:11])=[O:10])=[O:7])[CH3:2].[C:34]([C:36]1[CH:37]=[C:38]([N:44]2CCNCC2)[CH:39]=[CH:40][C:41]=1[C:42]#[N:43])#[N:35]. (2) The reactants are: [F:1][C:2]([F:32])([F:31])[C:3]1[CH:26]=[C:25]([C:27]([F:30])([F:29])[F:28])[CH:24]=[CH:23][C:4]=1[CH2:5][O:6][C:7]1[CH:20]=[CH:19][C:10]([CH2:11][CH:12]2[S:16][C:15](=S)[NH:14][C:13]2=[O:18])=[CH:9][C:8]=1[O:21][CH3:22].CS(C)=O.IC.[CH3:39][N:40]1[CH2:45][CH2:44][NH:43][CH2:42][CH2:41]1. Given the product [F:1][C:2]([F:32])([F:31])[C:3]1[CH:26]=[C:25]([C:27]([F:28])([F:29])[F:30])[CH:24]=[CH:23][C:4]=1[CH2:5][O:6][C:7]1[CH:20]=[CH:19][C:10]([CH2:11][CH:12]2[S:16][C:15]([N:43]3[CH2:44][CH2:45][N:40]([CH3:39])[CH2:41][CH2:42]3)=[N:14][C:13]2=[O:18])=[CH:9][C:8]=1[O:21][CH3:22], predict the reactants needed to synthesize it. (3) Given the product [C:1]([O:5][CH:6]([C:11]1[C:12]([C:21]2[CH:22]=[C:23]3[C:28](=[CH:29][CH:30]=2)[O:27][CH2:26][CH2:25][CH2:24]3)=[C:13]2[CH:20]=[CH:19][N:18]([CH2:37][C:36]3[CH:39]=[CH:40][C:33]([O:32][CH3:31])=[CH:34][CH:35]=3)[C:14]2=[N:15][C:16]=1[CH3:17])[C:7]([OH:9])=[O:8])([CH3:4])([CH3:2])[CH3:3], predict the reactants needed to synthesize it. The reactants are: [C:1]([O:5][CH:6]([C:11]1[C:12]([C:21]2[CH:22]=[C:23]3[C:28](=[CH:29][CH:30]=2)[O:27][CH2:26][CH2:25][CH2:24]3)=[C:13]2[CH:20]=[CH:19][NH:18][C:14]2=[N:15][C:16]=1[CH3:17])[C:7]([O:9]C)=[O:8])([CH3:4])([CH3:3])[CH3:2].[CH3:31][O:32][C:33]1[CH:40]=[CH:39][C:36]([CH2:37]Cl)=[CH:35][CH:34]=1. (4) Given the product [C:17]1([S:14]([C:10]2[C:9]3[C:13]4[N:12]([CH2:2][CH2:3][O:4][C:5]=4[CH:6]=[C:7]([O:27][CH2:28][CH2:29][OH:30])[CH:8]=3)[N:11]=2)(=[O:16])=[O:15])[C:26]2[C:21](=[CH:22][CH:23]=[CH:24][CH:25]=2)[CH:20]=[CH:19][CH:18]=1, predict the reactants needed to synthesize it. The reactants are: Cl[CH2:2][CH2:3][O:4][C:5]1[CH:6]=[C:7]([O:27][CH2:28][CH2:29][OH:30])[CH:8]=[C:9]2[C:13]=1[NH:12][N:11]=[C:10]2[S:14]([C:17]1[C:26]2[C:21](=[CH:22][CH:23]=[CH:24][CH:25]=2)[CH:20]=[CH:19][CH:18]=1)(=[O:16])=[O:15].C(N(CC)CC)C. (5) Given the product [O:4]1[CH:5]=[CH:6][C:2]([C:12]2[CH:13]=[CH:14][C:9]([CH:7]=[O:8])=[CH:10][CH:11]=2)=[CH:3]1, predict the reactants needed to synthesize it. The reactants are: Br[C:2]1[CH:6]=[CH:5][O:4][CH:3]=1.[CH:7]([C:9]1[CH:14]=[CH:13][C:12](B(O)O)=[CH:11][CH:10]=1)=[O:8].C(#N)C.C(=O)([O-])[O-].[Na+].[Na+]. (6) Given the product [Cl:1][C:2]1[CH:10]=[CH:9][CH:8]=[C:7]2[C:3]=1[C:4]([CH2:11][CH2:12][CH2:13][O:14][C:38]1[CH:39]=[C:40]([CH3:41])[C:35]([Cl:34])=[C:36]([CH3:43])[CH:37]=1)=[CH:5][NH:6]2, predict the reactants needed to synthesize it. The reactants are: [Cl:1][C:2]1[CH:10]=[CH:9][CH:8]=[C:7]2[C:3]=1[C:4]([CH2:11][CH2:12][CH2:13][OH:14])=[CH:5][NH:6]2.C1C=CC(P(C2C=CC=CC=2)C2C=CC=CC=2)=CC=1.[Cl:34][C:35]1[C:40]([CH3:41])=[CH:39][C:38](O)=[CH:37][C:36]=1[CH3:43]. (7) Given the product [CH2:18]([C:3]1([C:7]([O:9][CH2:10][CH3:11])=[O:8])[CH2:4][CH2:5][CH2:6][C:2]1=[O:1])[CH3:19], predict the reactants needed to synthesize it. The reactants are: [O:1]=[C:2]1[CH2:6][CH2:5][CH2:4][CH:3]1[C:7]([O:9][CH2:10][CH3:11])=[O:8].C(=O)([O-])[O-].[K+].[K+].[CH2:18](I)[CH3:19].